From a dataset of Catalyst prediction with 721,799 reactions and 888 catalyst types from USPTO. Predict which catalyst facilitates the given reaction. (1) Reactant: [Cl:1][C:2]1[C:7]([Cl:8])=[CH:6][C:5]([NH2:9])=[C:4]([NH2:10])[CH:3]=1.C([O:15][C:16](=O)[CH2:17][C:18](=O)[C:19]1[CH:24]=[CH:23][CH:22]=[C:21]([C:25]2[CH:26]=[N:27][CH:28]=[CH:29][CH:30]=2)[CH:20]=1)(C)(C)C. Product: [Cl:1][C:2]1[C:7]([Cl:8])=[CH:6][C:5]2[NH:9][C:16](=[O:15])[CH2:17][C:18]([C:19]3[CH:24]=[CH:23][CH:22]=[C:21]([C:25]4[CH:26]=[N:27][CH:28]=[CH:29][CH:30]=4)[CH:20]=3)=[N:10][C:4]=2[CH:3]=1. The catalyst class is: 113. (2) Reactant: Br[C:2]1[CH:3]=[C:4]([OH:14])[CH:5]=[C:6]([C:8]2[O:9][C:10]([CH3:13])=[N:11][N:12]=2)[CH:7]=1.[B:15]1([B:15]2[O:19][C:18]([CH3:21])([CH3:20])[C:17]([CH3:23])([CH3:22])[O:16]2)[O:19][C:18]([CH3:21])([CH3:20])[C:17]([CH3:23])([CH3:22])[O:16]1.C([O-])(=O)C.[K+]. Product: [CH3:13][C:10]1[O:9][C:8]([C:6]2[CH:5]=[C:4]([OH:14])[CH:3]=[C:2]([B:15]3[O:19][C:18]([CH3:21])([CH3:20])[C:17]([CH3:23])([CH3:22])[O:16]3)[CH:7]=2)=[N:12][N:11]=1. The catalyst class is: 12. (3) Reactant: [Br:1][C:2]1[CH:3]=[N:4][C:5]([CH3:13])=[C:6]([CH:12]=1)[C:7](OCC)=[O:8].[BH4-].[Na+]. Product: [Br:1][C:2]1[CH:12]=[C:6]([CH2:7][OH:8])[C:5]([CH3:13])=[N:4][CH:3]=1. The catalyst class is: 5. (4) Reactant: [OH:1][C:2]1[CH:3]=[C:4]([S:8][CH2:9][CH2:10][CH2:11][C:12](O)=O)[CH:5]=[CH:6][CH:7]=1.SC1C=C(O)C=CC=1.C(=O)([O-])[O-].[K+].[K+].BrCCCC[CH2:34][CH2:35][CH2:36][C:37]([O:39]CC)=[O:38].[OH-].[Na+]. Product: [OH:1][C:2]1[CH:3]=[C:4]([S:8][CH2:9][CH2:10][CH2:11][CH2:12][CH2:34][CH2:35][CH2:36][C:37]([OH:39])=[O:38])[CH:5]=[CH:6][CH:7]=1. The catalyst class is: 97. (5) Reactant: [NH:1]1[C:11]2[C:12]3[C:3]([CH2:4][NH:5][C:6](=[O:13])[C:7]=3[CH:8]=[CH:9][CH:10]=2)=[CH:2]1.[Br-:14].[Br-].[Br-].[NH+]1C=CC=CC=1.[NH+]1C=CC=CC=1.[NH+]1C=CC=CC=1. Product: [Br:14][C:2]1[NH:1][C:11]2[C:12]3[C:3]=1[CH2:4][NH:5][C:6](=[O:13])[C:7]=3[CH:8]=[CH:9][CH:10]=2. The catalyst class is: 2. (6) Reactant: FC(F)(F)S(O[C:7]1[CH2:8][CH2:9][N:10]([C:13]([O:15][C:16]([CH3:19])([CH3:18])[CH3:17])=[O:14])[CH2:11][CH:12]=1)(=O)=O.[CH3:22][N:23]1[CH:27]([C:28]([O:30][CH3:31])=[O:29])[CH2:26][NH:25][C:24]1=[O:32].C(=O)([O-])[O-].[Cs+].[Cs+].CC1(C)C2C(=C(P(C3C=CC=CC=3)C3C=CC=CC=3)C=CC=2)OC2C(P(C3C=CC=CC=3)C3C=CC=CC=3)=CC=CC1=2. Product: [CH3:22][N:23]1[CH:27]([C:28]([O:30][CH3:31])=[O:29])[CH2:26][N:25]([C:7]2[CH2:8][CH2:9][N:10]([C:13]([O:15][C:16]([CH3:19])([CH3:18])[CH3:17])=[O:14])[CH2:11][CH:12]=2)[C:24]1=[O:32]. The catalyst class is: 62.